Dataset: Forward reaction prediction with 1.9M reactions from USPTO patents (1976-2016). Task: Predict the product of the given reaction. (1) Given the reactants [NH2:1][C@@H:2]1[C:8](=[O:9])[NH:7][C:6]2[CH:10]=[CH:11][CH:12]=[CH:13][C:5]=2[C:4]2[CH:14]=[CH:15][CH:16]=[CH:17][C:3]1=2.[C:18](O)(=[O:22])[C@H:19]([CH3:21])[OH:20].O.ON1C2C=CC=CC=2N=N1.C(N(C(C)C)C(C)C)C.Cl.CN(C)CCCN=C=NCC, predict the reaction product. The product is: [OH:20][C@@H:19]([CH3:21])[C:18]([NH:1][C@@H:2]1[C:8](=[O:9])[NH:7][C:6]2[CH:10]=[CH:11][CH:12]=[CH:13][C:5]=2[C:4]2[CH:14]=[CH:15][CH:16]=[CH:17][C:3]1=2)=[O:22]. (2) Given the reactants [C:1]([O:9][CH2:10][CH2:11][CH2:12][CH2:13][N:14]1[CH:18]=[C:17]([C:19]([O:21]C(C)(C)C)=[O:20])[N:16]=[N:15]1)(=[O:8])[C:2]1[CH:7]=[CH:6][CH:5]=[CH:4][CH:3]=1, predict the reaction product. The product is: [C:1]([O:9][CH2:10][CH2:11][CH2:12][CH2:13][N:14]1[CH:18]=[C:17]([C:19]([OH:21])=[O:20])[N:16]=[N:15]1)(=[O:8])[C:2]1[CH:3]=[CH:4][CH:5]=[CH:6][CH:7]=1. (3) The product is: [Cl:1][CH2:8][CH2:37][Cl:39].[ClH:39].[OH:3][C:4]1[CH:5]=[CH:6][C:7]2[C:11]([C:12](=[O:28])[C:13]3[CH:14]=[CH:15][C:16]([O:19][CH2:20][CH2:21][N:22]4[CH2:23][CH2:24][CH2:25][CH2:26][CH2:27]4)=[CH:17][CH:18]=3)=[C:10]([C:29]3[CH:30]=[CH:31][C:32]([OH:35])=[CH:33][CH:34]=3)[S:9][C:8]=2[CH:37]=1. Given the reactants [ClH:1].C[O:3][C:4]1[CH:5]=[CH:6][C:7]2[C:11]([C:12](=[O:28])[C:13]3[CH:18]=[CH:17][C:16]([O:19][CH2:20][CH2:21][N:22]4[CH2:27][CH2:26][CH2:25][CH2:24][CH2:23]4)=[CH:15][CH:14]=3)=[C:10]([C:29]3[CH:34]=[CH:33][C:32]([O:35]C)=[CH:31][CH:30]=3)[S:9][C:8]=2[CH:37]=1.B(Cl)(Cl)[Cl:39].C(O)C.CO, predict the reaction product. (4) The product is: [CH2:1]([O:3][C:4]([CH:6]1[CH2:13][CH:12]2[N:14]([S:30]([C:27]3[CH:28]=[CH:29][C:24]([Cl:23])=[CH:25][CH:26]=3)(=[O:32])=[O:31])[CH:8]([CH2:9][C:10](=[O:15])[CH2:11]2)[CH2:7]1)=[O:5])[CH3:2]. Given the reactants [CH2:1]([O:3][C:4]([CH:6]1[CH2:13][CH:12]2[NH:14][CH:8]([CH2:9][C:10](=[O:15])[CH2:11]2)[CH2:7]1)=[O:5])[CH3:2].CCN(CC)CC.[Cl:23][C:24]1[CH:29]=[CH:28][C:27]([S:30](Cl)(=[O:32])=[O:31])=[CH:26][CH:25]=1, predict the reaction product. (5) Given the reactants [CH3:1][C:2]1[S:6][C:5]([NH2:7])=[N:4][N:3]=1.[N+:8]([C:11]1[CH:19]=[CH:18][C:14]([C:15](Cl)=[O:16])=[CH:13][CH:12]=1)([O-:10])=[O:9], predict the reaction product. The product is: [CH3:1][C:2]1[S:6][C:5]([NH:7][C:15](=[O:16])[C:14]2[CH:13]=[CH:12][C:11]([N+:8]([O-:10])=[O:9])=[CH:19][CH:18]=2)=[N:4][N:3]=1. (6) Given the reactants [Cl:1][C:2]1[C:6]([CH3:7])=[CH:5][S:4][C:3]=1[C:8]1[N:12]([CH2:13][CH:14]([CH3:16])[CH3:15])[C:11](=[O:17])[N:10]([CH2:18][C:19]([OH:21])=O)[N:9]=1.[F:22][C:23]([F:33])([F:32])[C:24]1[CH:31]=[CH:30][CH:29]=[CH:28][C:25]=1[CH2:26][NH2:27].C1C=CC2N(O)N=NC=2C=1.CCN=C=NCCCN(C)C.Cl.[Cl-].[Na+], predict the reaction product. The product is: [Cl:1][C:2]1[C:6]([CH3:7])=[CH:5][S:4][C:3]=1[C:8]1[N:12]([CH2:13][CH:14]([CH3:15])[CH3:16])[C:11](=[O:17])[N:10]([CH2:18][C:19]([NH:27][CH2:26][C:25]2[CH:28]=[CH:29][CH:30]=[CH:31][C:24]=2[C:23]([F:22])([F:32])[F:33])=[O:21])[N:9]=1. (7) Given the reactants [CH3:1][C:2]1[N:7]=[C:6]([N:8]2[C@@H:15]3[C@@H:10]([CH2:11][CH2:12][N:13](C(OC(C)(C)C)=O)[CH2:14]3)[CH2:9]2)[CH:5]=[CH:4][CH:3]=1.C(O)(C(F)(F)F)=O, predict the reaction product. The product is: [CH3:1][C:2]1[N:7]=[C:6]([N:8]2[C@@H:15]3[C@@H:10]([CH2:11][CH2:12][NH:13][CH2:14]3)[CH2:9]2)[CH:5]=[CH:4][CH:3]=1. (8) Given the reactants [C:1]([C:3]1[CH:15]=[CH:14][C:6]([C:7]([O:9][C:10]([CH3:13])([CH3:12])[CH3:11])=[O:8])=[C:5](F)[CH:4]=1)#[N:2].Cl.[CH2:18]([NH2:20])[CH3:19].CN(C=O)C, predict the reaction product. The product is: [C:1]([C:3]1[CH:15]=[CH:14][C:6]([C:7]([O:9][C:10]([CH3:13])([CH3:12])[CH3:11])=[O:8])=[C:5]([NH:20][CH2:18][CH3:19])[CH:4]=1)#[N:2].